From a dataset of Peptide-MHC class II binding affinity with 134,281 pairs from IEDB. Regression. Given a peptide amino acid sequence and an MHC pseudo amino acid sequence, predict their binding affinity value. This is MHC class II binding data. (1) The peptide sequence is MLVNDRLLDILEAIK. The MHC is DRB1_0101 with pseudo-sequence DRB1_0101. The binding affinity (normalized) is 0.690. (2) The peptide sequence is KGVYINTALLNASCA. The MHC is DRB1_0802 with pseudo-sequence DRB1_0802. The binding affinity (normalized) is 0.402. (3) The peptide sequence is YKRQLMNILGAVYRY. The MHC is DRB1_1501 with pseudo-sequence DRB1_1501. The binding affinity (normalized) is 0.723. (4) The peptide sequence is AAKPAAAATATATAA. The MHC is DRB3_0202 with pseudo-sequence DRB3_0202. The binding affinity (normalized) is 0. (5) The peptide sequence is LQEIPTMLKKGMTTV. The MHC is DRB1_0301 with pseudo-sequence DRB1_0301. The binding affinity (normalized) is 0.403. (6) The peptide sequence is WENVPFCSHHFHELQ. The MHC is DRB3_0101 with pseudo-sequence DRB3_0101. The binding affinity (normalized) is 0. (7) The peptide sequence is AAAAGWQTLSAALDA. The MHC is HLA-DQA10501-DQB10301 with pseudo-sequence HLA-DQA10501-DQB10301. The binding affinity (normalized) is 0.761. (8) The MHC is HLA-DPA10103-DPB10301 with pseudo-sequence HLA-DPA10103-DPB10301. The peptide sequence is LSVTEQSEFYFPRAP. The binding affinity (normalized) is 0. (9) The peptide sequence is DFGNSYIAEMETESW. The MHC is DRB4_0101 with pseudo-sequence DRB4_0103. The binding affinity (normalized) is 0.0599.